From a dataset of HIV replication inhibition screening data with 41,000+ compounds from the AIDS Antiviral Screen. Binary Classification. Given a drug SMILES string, predict its activity (active/inactive) in a high-throughput screening assay against a specified biological target. The drug is CN(C)C=Cc1nnnn1-c1ccc(I)cc1. The result is 0 (inactive).